From a dataset of Catalyst prediction with 721,799 reactions and 888 catalyst types from USPTO. Predict which catalyst facilitates the given reaction. (1) Reactant: [CH2:1]([N:4]1[C:12](=[O:13])[C:11]2[N:10](COCC[Si](C)(C)C)[C:9]([C:22]3[CH:23]=[N:24][N:25]([CH2:27][CH:28]4[CH2:30][CH:29]4[C:31]4[CH:36]=[CH:35][CH:34]=[C:33]([C:37]([F:40])([F:39])[F:38])[CH:32]=4)[CH:26]=3)=[N:8][C:7]=2[N:6]([CH2:41][CH2:42][CH3:43])[C:5]1=[O:44])[CH2:2][CH3:3].Cl. Product: [CH2:1]([N:4]1[C:12](=[O:13])[C:11]2[NH:10][C:9]([C:22]3[CH:23]=[N:24][N:25]([CH2:27][CH:28]4[CH2:30][CH:29]4[C:31]4[CH:36]=[CH:35][CH:34]=[C:33]([C:37]([F:39])([F:38])[F:40])[CH:32]=4)[CH:26]=3)=[N:8][C:7]=2[N:6]([CH2:41][CH2:42][CH3:43])[C:5]1=[O:44])[CH2:2][CH3:3]. The catalyst class is: 8. (2) Reactant: [CH:1]([N:4]1[C:9](=[O:10])[CH:8]=[CH:7][C:6]([C:11]2[S:15][C:14]([C:16]([O:18]CC)=O)=[N:13][C:12]=2[C:21]2[CH:26]=[CH:25][CH:24]=[CH:23][CH:22]=2)=[N:5]1)([CH3:3])[CH3:2].[CH2:27]([NH2:30])[CH2:28][CH3:29]. Product: [CH:1]([N:4]1[C:9](=[O:10])[CH:8]=[CH:7][C:6]([C:11]2[S:15][C:14]([C:16]([NH:30][CH2:27][CH2:28][CH3:29])=[O:18])=[N:13][C:12]=2[C:21]2[CH:22]=[CH:23][CH:24]=[CH:25][CH:26]=2)=[N:5]1)([CH3:2])[CH3:3]. The catalyst class is: 7.